From a dataset of Forward reaction prediction with 1.9M reactions from USPTO patents (1976-2016). Predict the product of the given reaction. (1) The product is: [CH:1]1([C:4]2[S:29][C:7]3[C:8](=[O:28])[N:9]([CH2:11][C:12]4[CH:17]=[CH:16][C:15]([C:31]5[CH:36]=[CH:35][N:34]=[C:33]6[NH:37][C:47]([C:45]7[CH:44]=[N:43][N:42]([CH3:41])[CH:46]=7)=[N:38][C:32]=56)=[CH:14][C:13]=4[F:27])[CH2:10][C:6]=3[CH:5]=2)[CH2:2][CH2:3]1. Given the reactants [CH:1]1([C:4]2[S:29][C:7]3[C:8](=[O:28])[N:9]([CH2:11][C:12]4[CH:17]=[CH:16][C:15](B5OC(C)(C)C(C)(C)O5)=[CH:14][C:13]=4[F:27])[CH2:10][C:6]=3[CH:5]=2)[CH2:3][CH2:2]1.Cl[C:31]1[CH:36]=[CH:35][N:34]=[C:33]([NH2:37])[C:32]=1[N+:38]([O-])=O.[CH3:41][N:42]1[CH:46]=[C:45]([CH:47]=O)[CH:44]=[N:43]1, predict the reaction product. (2) Given the reactants [C:1]([NH:9][C@H:10]1[CH2:14][N:13]([C:15](=[O:25])[CH2:16][NH:17]C(OC(C)(C)C)=O)[C@H:12]([C:26]([OH:28])=[O:27])[CH2:11]1)(=[O:8])[C:2]1[CH:7]=[CH:6][CH:5]=[CH:4][CH:3]=1.[ClH:29].O, predict the reaction product. The product is: [ClH:29].[NH2:17][CH2:16][C:15]([N:13]1[CH2:14][C@H:10]([NH:9][C:1](=[O:8])[C:2]2[CH:3]=[CH:4][CH:5]=[CH:6][CH:7]=2)[CH2:11][C@H:12]1[C:26]([OH:28])=[O:27])=[O:25]. (3) Given the reactants [F:1][C:2]1[CH:10]=[CH:9][C:8]([CH2:11][C:12]2[C:21]3[C:16](=[CH:17][CH:18]=[CH:19][CH:20]=3)[C:15](=[O:22])[NH:14][N:13]=2)=[CH:7][C:3]=1[C:4](O)=[O:5].F[P-](F)(F)(F)(F)F.N1(OC(N(C)C)=[N+](C)C)C2C=CC=CC=2N=N1.[CH2:47]([NH:49][C:50]([C:52]1[N:53]=[C:54]([C:61]([F:64])([F:63])[F:62])[N:55]2[CH2:60][CH2:59][NH:58][CH2:57][C:56]=12)=[O:51])[CH3:48].C(N(CC)C(C)C)(C)C, predict the reaction product. The product is: [CH2:47]([NH:49][C:50]([C:52]1[N:53]=[C:54]([C:61]([F:63])([F:64])[F:62])[N:55]2[CH2:60][CH2:59][N:58]([C:4](=[O:5])[C:3]3[CH:7]=[C:8]([CH2:11][C:12]4[C:21]5[C:16](=[CH:17][CH:18]=[CH:19][CH:20]=5)[C:15](=[O:22])[NH:14][N:13]=4)[CH:9]=[CH:10][C:2]=3[F:1])[CH2:57][C:56]=12)=[O:51])[CH3:48]. (4) Given the reactants [F:1][C:2]1([F:17])[CH2:10][C@@H:9]2[C@@H:5]([C@@H:6]([CH3:12])[O:7][C:8]2=[O:11])[C@@H:4]([C:13](O)=[O:14])[C@@H:3]1[CH3:16].C(Cl)(C(Cl)=O)=O.CN(C=O)C, predict the reaction product. The product is: [F:17][C:2]1([F:1])[CH2:10][C@@H:9]2[C@@H:5]([C@@H:6]([CH3:12])[O:7][C:8]2=[O:11])[C@@H:4]([CH2:13][OH:14])[C@@H:3]1[CH3:16]. (5) Given the reactants ClC1N=[C:6]([NH:8][CH:9]([CH3:13])[CH2:10][O:11][CH3:12])[C:5]([Cl:14])=[CH:4]N=1.NC1C=C[C:19]([S:22]([N:25]([CH3:27])[CH3:26])(=[O:24])=[O:23])=[CH:18][CH:17]=1.C1(C)C=CC(S(O)(=O)=O)=CC=1, predict the reaction product. The product is: [Cl:14][C:5]1[C:6]([NH:8][CH:9]([CH3:13])[CH2:10][O:11][CH3:12])=[CH:17][CH:18]=[C:19]([S:22]([N:25]([CH3:27])[CH3:26])(=[O:24])=[O:23])[CH:4]=1. (6) Given the reactants C[O:2][C:3](=[O:29])[C@@H:4]([OH:28])[CH2:5][NH:6][C:7]([C:9]1[C:13]([CH3:14])=[C:12](/[CH:15]=[C:16]2\[C:17](=[O:26])[NH:18][C:19]3[C:24]\2=[CH:23][C:22]([F:25])=[CH:21][CH:20]=3)[NH:11][C:10]=1[CH3:27])=[O:8].O[Li].O, predict the reaction product. The product is: [F:25][C:22]1[CH:23]=[C:24]2[C:19](=[CH:20][CH:21]=1)[NH:18][C:17](=[O:26])/[C:16]/2=[CH:15]\[C:12]1[NH:11][C:10]([CH3:27])=[C:9]([C:7]([NH:6][CH2:5][C@H:4]([OH:28])[C:3]([OH:29])=[O:2])=[O:8])[C:13]=1[CH3:14]. (7) Given the reactants Br[C:2]1[CH:7]=[CH:6][C:5]([Br:8])=[CH:4][N:3]=1.[CH3:9][C:10]1[O:14][C:13]([C:15]2[CH:20]=[CH:19][CH:18]=[CH:17][CH:16]=2)=[N:12][C:11]=1[CH2:21][CH2:22][OH:23].CC(C)([O-])C.[K+], predict the reaction product. The product is: [Br:8][C:5]1[CH:6]=[CH:7][C:2]([O:23][CH2:22][CH2:21][C:11]2[N:12]=[C:13]([C:15]3[CH:20]=[CH:19][CH:18]=[CH:17][CH:16]=3)[O:14][C:10]=2[CH3:9])=[N:3][CH:4]=1. (8) Given the reactants [Cl:1][C:2]1[C:9]([CH:10]=[O:11])=[C:8]([F:12])[CH:7]=[CH:6][C:3]=1[C:4]#[N:5].[BH4-].[Na+].O, predict the reaction product. The product is: [Cl:1][C:2]1[C:9]([CH2:10][OH:11])=[C:8]([F:12])[CH:7]=[CH:6][C:3]=1[C:4]#[N:5]. (9) Given the reactants Br[C:2]1[C:7]([O:8][CH2:9][C:10]2([CH2:14][OH:15])[CH2:13][O:12][CH2:11]2)=[C:6]([O:16][CH3:17])[C:5]([O:18][CH:19]([F:21])[F:20])=[CH:4][CH:3]=1.C(=O)([O-])[O-].[Cs+].[Cs+].CC1(C)C(C)(C)OB([C:36]2[CH:37]=[C:38]3[C:42](=[CH:43][CH:44]=2)[C:41](=[O:45])[NH:40][CH2:39]3)O1, predict the reaction product. The product is: [F:20][CH:19]([F:21])[O:18][C:5]1[CH:4]=[CH:3][C:2]([C:36]2[CH:37]=[C:38]3[C:42](=[CH:43][CH:44]=2)[C:41](=[O:45])[NH:40][CH2:39]3)=[C:7]([O:8][CH2:9][C:10]2([CH2:14][OH:15])[CH2:13][O:12][CH2:11]2)[C:6]=1[O:16][CH3:17]. (10) Given the reactants C(OC([N:8]1[CH2:13][CH2:12][N:11]([C:14]2[CH:19]=[CH:18][C:17]([CH3:20])=[CH:16][C:15]=2[CH:21]2[CH2:26][C:25]([CH3:28])([CH3:27])[CH2:24][C:23]([CH3:30])([CH3:29])[CH2:22]2)[CH2:10][CH2:9]1)=O)(C)(C)C.FC(F)(F)C(O)=O.ClCCl.C(=O)([O-])O.[Na+], predict the reaction product. The product is: [CH3:20][C:17]1[CH:18]=[CH:19][C:14]([N:11]2[CH2:12][CH2:13][NH:8][CH2:9][CH2:10]2)=[C:15]([CH:21]2[CH2:26][C:25]([CH3:28])([CH3:27])[CH2:24][C:23]([CH3:30])([CH3:29])[CH2:22]2)[CH:16]=1.